From a dataset of Reaction yield outcomes from USPTO patents with 853,638 reactions. Predict the reaction yield, written as a fraction of the theoretical maximum amount of product (1.0 means a 100% yield; for example, 0.34 means a 34% yield). (1) The reactants are [CH3:1][C@@H:2]1[NH:8][CH2:7][C:6]2[CH:9]=[CH:10][C:11]([C:13]([O:15][CH3:16])=[O:14])=[CH:12][C:5]=2[O:4][CH2:3]1.[H-].[Na+].Br[CH2:20][C:21]1[CH:26]=[CH:25][C:24]([O:27][CH3:28])=[CH:23][CH:22]=1. The catalyst is C1COCC1. The product is [CH3:28][O:27][C:24]1[CH:25]=[CH:26][C:21]([CH2:20][N:8]2[CH2:7][C:6]3[CH:9]=[CH:10][C:11]([C:13]([O:15][CH3:16])=[O:14])=[CH:12][C:5]=3[O:4][CH2:3][C@@H:2]2[CH3:1])=[CH:22][CH:23]=1. The yield is 0.440. (2) The reactants are Cl[C:2]1[CH:3]=[C:4]([C:9]2[N:13]3[CH:14]=[CH:15][C:16]([C:19]([OH:22])([CH3:21])[CH3:20])=[C:17]([F:18])[C:12]3=[N:11][CH:10]=2)[CH:5]=[CH:6][C:7]=1[F:8].[O:23]1[CH:27]=[CH:26][CH:25]=[C:24]1B(O)O. No catalyst specified. The product is [F:18][C:17]1[C:12]2[N:13]([C:9]([C:4]3[CH:5]=[CH:6][C:7]([F:8])=[C:2]([C:24]4[O:23][CH:27]=[CH:26][CH:25]=4)[CH:3]=3)=[CH:10][N:11]=2)[CH:14]=[CH:15][C:16]=1[C:19]([OH:22])([CH3:21])[CH3:20]. The yield is 0.0400. (3) The reactants are [CH2:1]([O:8][C:9](=[O:41])[NH:10][C:11]1[C:16](=[O:17])[N:15]2[CH:18]([C:21](=[O:40])NCC3C=CC(C(NC(OC(C)(C)C)=O)=N)=CC=3)[CH2:19][CH2:20][C:14]2=[N:13][CH:12]=1)[C:2]1[CH:7]=[CH:6][CH:5]=[CH:4][CH:3]=1.[F:42][C:43]([F:53])([F:52])[C:44]1[CH:45]=[C:46]([CH:49]=[CH:50][CH:51]=1)[CH2:47]Br.[H-].[Na+].C1C[O:59]CC1. The catalyst is CCCC[N+](CCCC)(CCCC)CCCC.[I-]. The product is [CH2:1]([O:8][C:9]([N:10]([CH2:47][C:46]1[CH:49]=[CH:50][CH:51]=[C:44]([C:43]([F:53])([F:52])[F:42])[CH:45]=1)[C:11]1[C:16](=[O:17])[N:15]2[C@H:18]([C:21]([OH:59])=[O:40])[CH2:19][CH2:20][C:14]2=[N:13][CH:12]=1)=[O:41])[C:2]1[CH:7]=[CH:6][CH:5]=[CH:4][CH:3]=1. The yield is 0.930. (4) The reactants are [CH2:1]([O:3][C:4](=[O:27])[CH2:5][CH:6]([N:13]1[C:21]2[C:16](=[CH:17][C:18]([O:22][CH2:23][CH2:24][O:25][NH2:26])=[CH:19][CH:20]=2)[CH:15]=[CH:14]1)[C:7]1[CH:12]=[CH:11][CH:10]=[CH:9][CH:8]=1)[CH3:2].Br.CC1C([C:35]2[NH:36][CH2:37][CH2:38][N:39]=2)=C(C)NN=1. The catalyst is CO. The product is [CH2:1]([O:3][C:4](=[O:27])[CH2:5][CH:6]([N:13]1[C:21]2[C:16](=[CH:17][C:18]([O:22][CH2:23][CH2:24][O:25][NH:26][C:35]3[NH:39][CH2:38][CH2:37][N:36]=3)=[CH:19][CH:20]=2)[CH:15]=[CH:14]1)[C:7]1[CH:12]=[CH:11][CH:10]=[CH:9][CH:8]=1)[CH3:2]. The yield is 0.990. (5) The reactants are [F:1][C:2]1[CH:17]=[CH:16][C:5]([CH2:6][N:7]2[CH2:12][C@H:11]([CH3:13])[NH:10][CH2:9][C@@H:8]2[CH2:14][OH:15])=[CH:4][CH:3]=1.C(N(CC)CC)C.[Cl:25][C:26]1[CH:36]=[CH:35][C:29]([O:30][CH2:31][C:32](Cl)=[O:33])=[CH:28][CH:27]=1. The catalyst is C(Cl)Cl. The product is [Cl:25][C:26]1[CH:36]=[CH:35][C:29]([O:30][CH2:31][C:32]([N:10]2[CH2:9][C@H:8]([CH2:14][OH:15])[N:7]([CH2:6][C:5]3[CH:16]=[CH:17][C:2]([F:1])=[CH:3][CH:4]=3)[CH2:12][C@H:11]2[CH3:13])=[O:33])=[CH:28][CH:27]=1. The yield is 0.790. (6) The yield is 0.550. The reactants are [F:1][C:2]1[C:3]([C:8]([OH:10])=[O:9])=[N:4][CH:5]=[CH:6][CH:7]=1.S(=O)(=O)(O)O.[CH2:16](O)[CH3:17]. The product is [F:1][C:2]1[C:3]([C:8]([O:10][CH2:16][CH3:17])=[O:9])=[N:4][CH:5]=[CH:6][CH:7]=1. No catalyst specified.